From a dataset of Full USPTO retrosynthesis dataset with 1.9M reactions from patents (1976-2016). Predict the reactants needed to synthesize the given product. (1) Given the product [F:60][C:61]1[C:66]([C:7]2[CH:30]=[CH:29][C:10]3[CH2:11][C@@:12]4([CH3:28])[C@H:17]([C:18]5([CH2:22][O:21][C:20]([NH2:23])=[N:19]5)[C:9]=3[CH:8]=2)[CH2:16][O:15][CH2:14][CH2:13]4)=[CH:65][CH:64]=[CH:63][N:62]=1, predict the reactants needed to synthesize it. The reactants are: FC(F)(F)S(O[C:7]1[CH:30]=[CH:29][C:10]2[CH2:11][C@@:12]3([CH3:28])[C@H:17]([C:18]4([CH2:22][O:21][C:20](/[N:23]=C/N(C)C)=[N:19]4)[C:9]=2[CH:8]=1)[CH2:16][O:15][CH2:14][CH2:13]3)(=O)=O.ClC1C=C(C2C=CC3C[C@@]4(C)[C@H](C5(COC(N)=N5)C=3C=2)COCC4)C=NC=1.[F:60][C:61]1[C:66](B(O)O)=[CH:65][CH:64]=[CH:63][N:62]=1. (2) Given the product [N:42]1([C:29]([CH:25]2[CH2:26][CH2:27][CH2:28][N:22]([C:20]([C:19]3[C:15]4[CH2:14][O:13][C:8]5[CH:9]=[C:10]([O:11][CH3:12])[C:5]([O:4][CH:1]([CH3:3])[CH3:2])=[CH:6][C:7]=5[C:16]=4[N:17]([C:32]4[CH:36]=[CH:35][S:34][CH:33]=4)[N:18]=3)=[O:21])[CH2:23][CH2:24]2)=[O:30])[CH2:43][CH2:48][CH2:46]1, predict the reactants needed to synthesize it. The reactants are: [CH:1]([O:4][C:5]1[C:10]([O:11][CH3:12])=[CH:9][C:8]2[O:13][CH2:14][C:15]3[C:19]([C:20]([N:22]4[CH2:28][CH2:27][CH2:26][CH:25]([C:29](O)=[O:30])[CH2:24][CH2:23]4)=[O:21])=[N:18][N:17]([C:32]4[CH:36]=[CH:35][S:34][CH:33]=4)[C:16]=3[C:7]=2[CH:6]=1)([CH3:3])[CH3:2].C(Cl)Cl.CC[N:42]([CH:46]([CH3:48])C)[CH:43](C)C.N1CCC1.C(P1(=O)OP(=O)(CCC)OP(=O)(CCC)O1)CC. (3) Given the product [CH:1]([O:14][C:15]([CH:17]1[CH2:21][C@H:20]([C:22](=[O:24])[CH3:23])[CH:19]([C:25]2[CH:30]=[CH:29][C:28]([O:31][CH3:32])=[C:27]([O:33][CH2:34][CH2:35][CH2:36][O:37][CH3:38])[CH:26]=2)[NH:18]1)=[O:16])([C:8]1[CH:13]=[CH:12][CH:11]=[CH:10][CH:9]=1)[C:2]1[CH:3]=[CH:4][CH:5]=[CH:6][CH:7]=1, predict the reactants needed to synthesize it. The reactants are: [CH:1]([O:14][C:15]([CH:17]1[CH2:21][C@@H:20]([C:22](=[O:24])[CH3:23])[CH:19]([C:25]2[CH:30]=[CH:29][C:28]([O:31][CH3:32])=[C:27]([O:33][CH2:34][CH2:35][CH2:36][O:37][CH3:38])[CH:26]=2)[NH:18]1)=[O:16])([C:8]1[CH:13]=[CH:12][CH:11]=[CH:10][CH:9]=1)[C:2]1[CH:7]=[CH:6][CH:5]=[CH:4][CH:3]=1.C(OC(=O)C/N=C/C1C=CC(OC)=C(OCCCOC)C=1)(C1C=CC=CC=1)C1C=CC=CC=1. (4) Given the product [C:1]([NH:7][C:8]1[CH:13]=[C:12]([O:14][C:15]2[CH:16]=[CH:17][C:18]([N+:21]([O-:23])=[O:22])=[CH:19][CH:20]=2)[CH:11]=[CH:10][N:9]=1)(=[O:5])[CH2:2][CH2:3][CH3:4], predict the reactants needed to synthesize it. The reactants are: [C:1](Cl)(=[O:5])[CH2:2][CH2:3][CH3:4].[NH2:7][C:8]1[CH:13]=[C:12]([O:14][C:15]2[CH:20]=[CH:19][C:18]([N+:21]([O-:23])=[O:22])=[CH:17][CH:16]=2)[CH:11]=[CH:10][N:9]=1.C(N(CC)CC)C.O1CCCC1. (5) Given the product [NH:1]1[CH:5]=[CH:4][C:3]([C:6]2[N:11]=[C:10]([CH3:12])[C:9]([C:17]3[CH:18]=[CH:19][C:20]([CH3:22])=[CH:21][C:16]=3[F:15])=[C:8]([CH3:14])[N:7]=2)=[N:2]1, predict the reactants needed to synthesize it. The reactants are: [NH:1]1[CH:5]=[CH:4][C:3]([C:6]2[N:11]=[C:10]([CH3:12])[C:9](Br)=[C:8]([CH3:14])[N:7]=2)=[N:2]1.[F:15][C:16]1[CH:21]=[C:20]([CH3:22])[CH:19]=[CH:18][C:17]=1B(O)O.C(=O)(O)[O-].[Na+]. (6) Given the product [ClH:1].[NH2:49][CH2:48][C@H:45]1[CH2:44][CH2:43][C@H:42]([C:40]([NH:39][C@@H:24]([CH2:23][C:19]2[CH:18]=[C:17]([C:13]3[CH:14]=[CH:15][CH:16]=[C:11]([C:9]([N:6]4[CH2:5][CH2:4][N:3]([CH3:2])[CH2:8][CH2:7]4)=[O:10])[CH:12]=3)[CH:22]=[CH:21][CH:20]=2)[C:25](=[O:38])[NH:26][C:27]2[CH:32]=[CH:31][C:30]([C:33]3[NH:34][N:35]=[N:36][N:37]=3)=[CH:29][CH:28]=2)=[O:41])[CH2:47][CH2:46]1, predict the reactants needed to synthesize it. The reactants are: [ClH:1].[CH3:2][N:3]1[CH2:8][CH2:7][N:6]([C:9]([C:11]2[CH:12]=[C:13]([C:17]3[CH:22]=[CH:21][CH:20]=[C:19]([CH2:23][C@H:24]([NH:39][C:40]([C@H:42]4[CH2:47][CH2:46][C@H:45]([CH2:48][NH:49]C(=O)OC(C)(C)C)[CH2:44][CH2:43]4)=[O:41])[C:25](=[O:38])[NH:26][C:27]4[CH:32]=[CH:31][C:30]([C:33]5[NH:37][N:36]=[N:35][N:34]=5)=[CH:29][CH:28]=4)[CH:18]=3)[CH:14]=[CH:15][CH:16]=2)=[O:10])[CH2:5][CH2:4]1.C(#N)C. (7) The reactants are: [CH3:1][C:2]1[CH:11]=[C:10]([CH2:12][O:13][C:14]2[CH:19]=[CH:18][CH:17]=[CH:16][CH:15]=2)[CH:9]=[CH:8][C:3]=1[C:4]([O:6]C)=[O:5].[OH-].[Li+].O1CCCC1.Cl. Given the product [CH3:1][C:2]1[CH:11]=[C:10]([CH2:12][O:13][C:14]2[CH:19]=[CH:18][CH:17]=[CH:16][CH:15]=2)[CH:9]=[CH:8][C:3]=1[C:4]([OH:6])=[O:5], predict the reactants needed to synthesize it. (8) Given the product [CH3:1][C:2]1([CH3:35])[CH2:7][CH2:6][C:5]([C:8]2[CH:13]=[C:12]([C:14]3([OH:24])[CH2:15][CH2:16][C:17](=[O:20])[CH2:18][CH2:19]3)[CH:11]=[CH:10][C:9]=2[NH:25][C:26]([C:28]2[NH:29][C:30]([C:33]#[N:34])=[CH:31][N:32]=2)=[O:27])=[CH:4][CH2:3]1, predict the reactants needed to synthesize it. The reactants are: [CH3:1][C:2]1([CH3:35])[CH2:7][CH2:6][C:5]([C:8]2[CH:13]=[C:12]([C:14]3([OH:24])[CH2:19][CH2:18][C:17](OC)([O:20]C)[CH2:16][CH2:15]3)[CH:11]=[CH:10][C:9]=2[NH:25][C:26]([C:28]2[NH:29][C:30]([C:33]#[N:34])=[CH:31][N:32]=2)=[O:27])=[CH:4][CH2:3]1.